This data is from Forward reaction prediction with 1.9M reactions from USPTO patents (1976-2016). The task is: Predict the product of the given reaction. (1) Given the reactants [NH:1]1[C:9]2[C:4](=[C:5]([C:10]3[C:11]([C:36]4[CH:41]=[CH:40][N:39]=[CH:38][CH:37]=4)=[N:12][N:13]4[C:18]([C:19]5[CH:24]=[CH:23][C:22]([N:25]6[CH2:30][CH:29]7[CH2:31][CH:26]6[CH2:27][N:28]7C([O-])=O)=[CH:21][C:20]=5[CH3:35])=[CH:17][CH:16]=[N:15][C:14]=34)[CH:6]=[CH:7][CH:8]=2)[CH:3]=[N:2]1.[ClH:42], predict the reaction product. The product is: [ClH:42].[C@H:26]12[CH2:31][C@H:29]([NH:28][CH2:27]1)[CH2:30][N:25]2[C:22]1[CH:23]=[CH:24][C:19]([C:18]2[N:13]3[N:12]=[C:11]([C:36]4[CH:37]=[CH:38][N:39]=[CH:40][CH:41]=4)[C:10]([C:5]4[CH:6]=[CH:7][CH:8]=[C:9]5[C:4]=4[CH:3]=[N:2][NH:1]5)=[C:14]3[N:15]=[CH:16][CH:17]=2)=[C:20]([CH3:35])[CH:21]=1. (2) Given the reactants [Cl:1][C:2]1[CH:24]=[C:23]([Cl:25])[CH:22]=[CH:21][C:3]=1[O:4][C:5]1[C:10](/[CH:11]=[CH:12]/[C:13]([O:15][CH2:16][CH3:17])=[O:14])=[CH:9][N:8]=[C:7]([CH:18]([CH3:20])[CH3:19])[N:6]=1, predict the reaction product. The product is: [Cl:1][C:2]1[CH:24]=[C:23]([Cl:25])[CH:22]=[CH:21][C:3]=1[O:4][C:5]1[C:10]([CH2:11][CH2:12][C:13]([O:15][CH2:16][CH3:17])=[O:14])=[CH:9][N:8]=[C:7]([CH:18]([CH3:20])[CH3:19])[N:6]=1. (3) Given the reactants [Br:1][C:2]1[C:11]2[C:10]([CH3:13])([CH3:12])[CH2:9][CH:8]=[C:7]([CH:14]([CH3:16])[CH3:15])[C:6]=2[CH:5]=[C:4](/[C:17](/[CH:22]([CH3:24])[CH3:23])=[C:18](/[F:21])\[CH2:19][OH:20])[C:3]=1[O:25][CH2:26][CH3:27].C[N+]1([O-])CCOCC1.ClCCl, predict the reaction product. The product is: [Br:1][C:2]1[C:11]2[C:10]([CH3:13])([CH3:12])[CH2:9][CH:8]=[C:7]([CH:14]([CH3:16])[CH3:15])[C:6]=2[CH:5]=[C:4](/[C:17](/[CH:22]([CH3:24])[CH3:23])=[C:18](/[F:21])\[CH:19]=[O:20])[C:3]=1[O:25][CH2:26][CH3:27].